From a dataset of CYP3A4 inhibition data for predicting drug metabolism from PubChem BioAssay. Regression/Classification. Given a drug SMILES string, predict its absorption, distribution, metabolism, or excretion properties. Task type varies by dataset: regression for continuous measurements (e.g., permeability, clearance, half-life) or binary classification for categorical outcomes (e.g., BBB penetration, CYP inhibition). Dataset: cyp3a4_veith. (1) The molecule is C=CCn1c(=O)c2c(nc(Br)n2Cc2ccccc2Cl)n(C)c1=O. The result is 1 (inhibitor). (2) The drug is Cc1ccccc1C(=O)NNC(=O)c1ccc(F)cc1. The result is 0 (non-inhibitor). (3) The compound is O=C1Nc2ccccc2[C@]1(O)Cc1ccccn1. The result is 0 (non-inhibitor). (4) The molecule is N#Cc1ccccc1NC(=O)Nc1cccs1. The result is 0 (non-inhibitor). (5) The drug is C=CC1=C[C@@H](O)[C@@H]2O[C@@H]2C12OCCCO2. The result is 0 (non-inhibitor). (6) The drug is CCC(=O)N[C@@H]1Cc2ccccc2[C@@H](c2ccccc2)C1. The result is 1 (inhibitor).